This data is from NCI-60 drug combinations with 297,098 pairs across 59 cell lines. The task is: Regression. Given two drug SMILES strings and cell line genomic features, predict the synergy score measuring deviation from expected non-interaction effect. (1) Drug 1: C1=NC2=C(N1)C(=S)N=C(N2)N. Drug 2: CCCCCOC(=O)NC1=NC(=O)N(C=C1F)C2C(C(C(O2)C)O)O. Cell line: DU-145. Synergy scores: CSS=33.1, Synergy_ZIP=-1.47, Synergy_Bliss=-2.05, Synergy_Loewe=-16.6, Synergy_HSA=-1.30. (2) Drug 1: C1=NC2=C(N1)C(=S)N=CN2. Drug 2: CCN(CC)CCCC(C)NC1=C2C=C(C=CC2=NC3=C1C=CC(=C3)Cl)OC. Cell line: K-562. Synergy scores: CSS=67.9, Synergy_ZIP=-2.76, Synergy_Bliss=-4.61, Synergy_Loewe=-10.3, Synergy_HSA=-3.49. (3) Drug 1: CC1=C2C(C(=O)C3(C(CC4C(C3C(C(C2(C)C)(CC1OC(=O)C(C(C5=CC=CC=C5)NC(=O)OC(C)(C)C)O)O)OC(=O)C6=CC=CC=C6)(CO4)OC(=O)C)OC)C)OC. Drug 2: CC(C)NC(=O)C1=CC=C(C=C1)CNNC.Cl. Cell line: NCIH23. Synergy scores: CSS=39.0, Synergy_ZIP=-4.43, Synergy_Bliss=-8.81, Synergy_Loewe=-39.0, Synergy_HSA=-8.74. (4) Drug 1: C1=C(C(=O)NC(=O)N1)N(CCCl)CCCl. Drug 2: CCCS(=O)(=O)NC1=C(C(=C(C=C1)F)C(=O)C2=CNC3=C2C=C(C=N3)C4=CC=C(C=C4)Cl)F. Cell line: UO-31. Synergy scores: CSS=20.9, Synergy_ZIP=-6.44, Synergy_Bliss=-0.844, Synergy_Loewe=0.546, Synergy_HSA=0.681. (5) Drug 1: CS(=O)(=O)CCNCC1=CC=C(O1)C2=CC3=C(C=C2)N=CN=C3NC4=CC(=C(C=C4)OCC5=CC(=CC=C5)F)Cl. Drug 2: CS(=O)(=O)OCCCCOS(=O)(=O)C. Cell line: CCRF-CEM. Synergy scores: CSS=27.5, Synergy_ZIP=-8.27, Synergy_Bliss=-4.16, Synergy_Loewe=3.89, Synergy_HSA=2.04. (6) Synergy scores: CSS=-0.456, Synergy_ZIP=1.93, Synergy_Bliss=2.58, Synergy_Loewe=-1.33, Synergy_HSA=-0.630. Drug 2: C1CC(=O)NC(=O)C1N2C(=O)C3=CC=CC=C3C2=O. Drug 1: C1=CN(C=N1)CC(O)(P(=O)(O)O)P(=O)(O)O. Cell line: SNB-19.